Predict the reactants needed to synthesize the given product. From a dataset of Full USPTO retrosynthesis dataset with 1.9M reactions from patents (1976-2016). (1) The reactants are: [NH2:1][C:2]1[C:3]([Cl:25])=[C:4]([C:21]([CH3:24])=[CH:22][CH:23]=1)[O:5][C:6]1[CH:7]=[CH:8][C:9]2[N:10]([CH:12]=[C:13]([NH:15][C:16]([CH:18]3[CH2:20][CH2:19]3)=[O:17])[N:14]=2)[N:11]=1.[F:26][C:27]([F:38])([F:37])[C:28]1[CH:29]=[C:30]([CH:34]=[CH:35][CH:36]=1)[C:31](Cl)=[O:32]. Given the product [Cl:25][C:3]1[C:4]([O:5][C:6]2[CH:7]=[CH:8][C:9]3[N:10]([CH:12]=[C:13]([NH:15][C:16]([CH:18]4[CH2:19][CH2:20]4)=[O:17])[N:14]=3)[N:11]=2)=[C:21]([CH3:24])[CH:22]=[CH:23][C:2]=1[NH:1][C:31](=[O:32])[C:30]1[CH:34]=[CH:35][CH:36]=[C:28]([C:27]([F:26])([F:37])[F:38])[CH:29]=1, predict the reactants needed to synthesize it. (2) Given the product [C:1]([O:5][C:6](=[O:7])[NH:8][C@H:9]([C:10](=[O:12])[NH:33][C:28]1([C:27]#[N:32])[CH2:30][CH2:29]1)[CH2:13][Si:14]([CH3:17])([CH3:16])[CH3:15])([CH3:2])([CH3:3])[CH3:4], predict the reactants needed to synthesize it. The reactants are: [C:1]([O:5][C:6]([NH:8][C@@H:9]([CH2:13][Si:14]([CH3:17])([CH3:16])[CH3:15])[C:10]([OH:12])=O)=[O:7])([CH3:4])([CH3:3])[CH3:2].CN(C(ON1N=[N:33][C:28]2[CH:29]=[CH:30]C=[N:32][C:27]1=2)=[N+](C)C)C.F[P-](F)(F)(F)(F)F.Cl.NC1(C#N)CC1.CN1CCOCC1. (3) Given the product [CH3:38][N:37]([CH3:39])[CH2:36][CH2:35][N:33]([CH3:34])[C:31]([C:16]1[CH:17]=[C:18]2[C:23](=[C:14]([CH:12]([N:6]([C:5]3[CH:8]=[CH:9][C:2]([F:1])=[CH:3][CH:4]=3)[CH3:7])[CH3:13])[CH:15]=1)[O:22][C:21]([N:24]1[CH2:25][CH2:26][O:27][CH2:28][CH2:29]1)=[CH:20][C:19]2=[O:30])=[O:32], predict the reactants needed to synthesize it. The reactants are: [F:1][C:2]1[CH:9]=[CH:8][C:5]([NH:6][CH3:7])=[CH:4][CH:3]=1.Br.Br[CH:12]([C:14]1[CH:15]=[C:16]([C:31]([N:33]([CH2:35][CH2:36][N:37]([CH3:39])[CH3:38])[CH3:34])=[O:32])[CH:17]=[C:18]2[C:23]=1[O:22][C:21]([N:24]1[CH2:29][CH2:28][O:27][CH2:26][CH2:25]1)=[CH:20][C:19]2=[O:30])[CH3:13]. (4) The reactants are: [CH2:1]([C:5]1[CH:10]=[CH:9][C:8]([C:11]2[N:16]=[CH:15][C:14]([NH:17]C(=O)OC(C)(C)C)=[CH:13][CH:12]=2)=[CH:7][CH:6]=1)[CH2:2][CH2:3][CH3:4]. Given the product [CH2:1]([C:5]1[CH:6]=[CH:7][C:8]([C:11]2[N:16]=[CH:15][C:14]([NH2:17])=[CH:13][CH:12]=2)=[CH:9][CH:10]=1)[CH2:2][CH2:3][CH3:4], predict the reactants needed to synthesize it. (5) Given the product [C:6]([O:15][CH2:14][CH2:13][S:12][CH:10]1[CH2:11][S:8][CH2:9]1)(=[S:17])[CH3:7], predict the reactants needed to synthesize it. The reactants are: C(N([CH2:6][CH3:7])CC)C.[S:8]1[CH2:11][CH:10]([S:12][CH2:13][CH2:14][OH:15])[CH2:9]1.C[S:17](Cl)(=O)=O. (6) The reactants are: [CH2:1]([O:3][C:4]([C:6]1[N:14]([CH3:15])[C:13]2[CH:12]=[CH:11][N:10]=[CH:9][C:8]=2[C:7]=1[NH2:16])=[O:5])[CH3:2].[CH:17]1([C:20]2[CH:25]=[CH:24][C:23](I)=[C:22]([F:27])[CH:21]=2)[CH2:19][CH2:18]1.CC1(C)C2C(=C(P(C3C=CC=CC=3)C3C=CC=CC=3)C=CC=2)OC2C(P(C3C=CC=CC=3)C3C=CC=CC=3)=CC=CC1=2.C(=O)([O-])[O-].[Cs+].[Cs+]. Given the product [CH2:1]([O:3][C:4]([C:6]1[N:14]([CH3:15])[C:13]2[CH:12]=[CH:11][N:10]=[CH:9][C:8]=2[C:7]=1[NH:16][C:23]1[CH:24]=[CH:25][C:20]([CH:17]2[CH2:19][CH2:18]2)=[CH:21][C:22]=1[F:27])=[O:5])[CH3:2], predict the reactants needed to synthesize it.